This data is from NCI-60 drug combinations with 297,098 pairs across 59 cell lines. The task is: Regression. Given two drug SMILES strings and cell line genomic features, predict the synergy score measuring deviation from expected non-interaction effect. (1) Drug 1: C1CCC(CC1)NC(=O)N(CCCl)N=O. Drug 2: C#CCC(CC1=CN=C2C(=N1)C(=NC(=N2)N)N)C3=CC=C(C=C3)C(=O)NC(CCC(=O)O)C(=O)O. Cell line: UACC-257. Synergy scores: CSS=-3.83, Synergy_ZIP=-1.15, Synergy_Bliss=-4.76, Synergy_Loewe=-8.20, Synergy_HSA=-7.54. (2) Drug 1: C1=C(C(=O)NC(=O)N1)N(CCCl)CCCl. Drug 2: C1=C(C(=O)NC(=O)N1)F. Cell line: MOLT-4. Synergy scores: CSS=55.9, Synergy_ZIP=2.83, Synergy_Bliss=0.850, Synergy_Loewe=0.248, Synergy_HSA=6.70. (3) Drug 1: CC1=C(C=C(C=C1)C(=O)NC2=CC(=CC(=C2)C(F)(F)F)N3C=C(N=C3)C)NC4=NC=CC(=N4)C5=CN=CC=C5. Drug 2: CC1=C2C(C(=O)C3(C(CC4C(C3C(C(C2(C)C)(CC1OC(=O)C(C(C5=CC=CC=C5)NC(=O)C6=CC=CC=C6)O)O)OC(=O)C7=CC=CC=C7)(CO4)OC(=O)C)O)C)OC(=O)C. Cell line: TK-10. Synergy scores: CSS=-4.96, Synergy_ZIP=12.1, Synergy_Bliss=6.01, Synergy_Loewe=-21.4, Synergy_HSA=-14.7. (4) Drug 1: CN1C2=C(C=C(C=C2)N(CCCl)CCCl)N=C1CCCC(=O)O.Cl. Drug 2: CC1C(C(CC(O1)OC2CC(CC3=C2C(=C4C(=C3O)C(=O)C5=C(C4=O)C(=CC=C5)OC)O)(C(=O)CO)O)N)O.Cl. Cell line: HCC-2998. Synergy scores: CSS=34.5, Synergy_ZIP=-1.38, Synergy_Bliss=1.12, Synergy_Loewe=-27.7, Synergy_HSA=-2.12. (5) Drug 1: C1=NC2=C(N1)C(=S)N=C(N2)N. Drug 2: CC1=C2C(C(=O)C3(C(CC4C(C3C(C(C2(C)C)(CC1OC(=O)C(C(C5=CC=CC=C5)NC(=O)C6=CC=CC=C6)O)O)OC(=O)C7=CC=CC=C7)(CO4)OC(=O)C)O)C)OC(=O)C. Cell line: MALME-3M. Synergy scores: CSS=38.9, Synergy_ZIP=-9.27, Synergy_Bliss=-0.428, Synergy_Loewe=-2.07, Synergy_HSA=1.55. (6) Drug 1: CC(C)(C1=NC(=CC=C1)N2C3=NC(=NC=C3C(=O)N2CC=C)NC4=CC=C(C=C4)N5CCN(CC5)C)O. Drug 2: COCCOC1=C(C=C2C(=C1)C(=NC=N2)NC3=CC=CC(=C3)C#C)OCCOC. Cell line: OVCAR3. Synergy scores: CSS=76.9, Synergy_ZIP=-2.23, Synergy_Bliss=-2.03, Synergy_Loewe=3.52, Synergy_HSA=7.53. (7) Drug 1: CC1=C(C(=CC=C1)Cl)NC(=O)C2=CN=C(S2)NC3=CC(=NC(=N3)C)N4CCN(CC4)CCO. Drug 2: CS(=O)(=O)CCNCC1=CC=C(O1)C2=CC3=C(C=C2)N=CN=C3NC4=CC(=C(C=C4)OCC5=CC(=CC=C5)F)Cl. Cell line: OVCAR-4. Synergy scores: CSS=5.59, Synergy_ZIP=-1.16, Synergy_Bliss=0.880, Synergy_Loewe=-1.16, Synergy_HSA=-0.371. (8) Drug 1: C(CC(=O)O)C(=O)CN.Cl. Drug 2: CC1=C(C(=O)C2=C(C1=O)N3CC4C(C3(C2COC(=O)N)OC)N4)N. Cell line: M14. Synergy scores: CSS=43.7, Synergy_ZIP=-10.7, Synergy_Bliss=-12.7, Synergy_Loewe=-44.5, Synergy_HSA=-9.67. (9) Drug 1: CN1C(=O)N2C=NC(=C2N=N1)C(=O)N. Drug 2: CCN(CC)CCNC(=O)C1=C(NC(=C1C)C=C2C3=C(C=CC(=C3)F)NC2=O)C. Cell line: HT29. Synergy scores: CSS=-7.20, Synergy_ZIP=2.16, Synergy_Bliss=-6.07, Synergy_Loewe=-10.3, Synergy_HSA=-11.6. (10) Drug 1: CC1OCC2C(O1)C(C(C(O2)OC3C4COC(=O)C4C(C5=CC6=C(C=C35)OCO6)C7=CC(=C(C(=C7)OC)O)OC)O)O. Drug 2: CCCCC(=O)OCC(=O)C1(CC(C2=C(C1)C(=C3C(=C2O)C(=O)C4=C(C3=O)C=CC=C4OC)O)OC5CC(C(C(O5)C)O)NC(=O)C(F)(F)F)O. Cell line: UACC62. Synergy scores: CSS=28.9, Synergy_ZIP=-9.86, Synergy_Bliss=-3.94, Synergy_Loewe=-2.91, Synergy_HSA=-2.55.